Task: Predict the product of the given reaction.. Dataset: Forward reaction prediction with 1.9M reactions from USPTO patents (1976-2016) (1) Given the reactants [F:1][C:2]1[CH:3]=[C:4]([CH:7]=[CH:8][C:9]=1[NH:10][CH2:11][CH2:12][CH2:13][N:14]1[CH2:18][CH2:17][CH2:16][CH2:15]1)[C:5]#N.O.[PH2]([O-])=[O:21].[Na+].N1C=CC=CC=1.C(O)(=O)C, predict the reaction product. The product is: [F:1][C:2]1[CH:3]=[C:4]([CH:7]=[CH:8][C:9]=1[NH:10][CH2:11][CH2:12][CH2:13][N:14]1[CH2:18][CH2:17][CH2:16][CH2:15]1)[CH:5]=[O:21]. (2) Given the reactants [C:1]1([N:7]=[C:8]=[O:9])[CH:6]=[CH:5][CH:4]=[CH:3][CH:2]=1.[F:10][C:11]1[CH:38]=[CH:37][C:14]([CH2:15][O:16][CH2:17][C:18]([NH:20][CH2:21][CH2:22][CH2:23][CH2:24][CH2:25][C:26]2[N:27]=[C:28]([CH:31]3[CH2:36][CH2:35][NH:34][CH2:33][CH2:32]3)[S:29][CH:30]=2)=[O:19])=[CH:13][CH:12]=1.C(N(CC)CC)C, predict the reaction product. The product is: [F:10][C:11]1[CH:38]=[CH:37][C:14]([CH2:15][O:16][CH2:17][C:18]([NH:20][CH2:21][CH2:22][CH2:23][CH2:24][CH2:25][C:26]2[N:27]=[C:28]([CH:31]3[CH2:36][CH2:35][N:34]([C:8]([NH:7][C:1]4[CH:6]=[CH:5][CH:4]=[CH:3][CH:2]=4)=[O:9])[CH2:33][CH2:32]3)[S:29][CH:30]=2)=[O:19])=[CH:13][CH:12]=1. (3) Given the reactants Cl.[CH3:2][O:3][C:4]([C@@H:6]1[CH2:10][CH2:9][CH2:8][C@@H:7]1[NH2:11])=[O:5].S([O-])([O-])(=O)=O.[Mg+2].C(N(CC)CC)C.[F:25][C:26]1[CH:27]=[C:28]([CH:31]=[CH:32][C:33]=1[F:34])[CH:29]=O.[BH4-].[Na+].C(=O)(O)[O-].[Na+], predict the reaction product. The product is: [CH3:2][O:3][C:4]([C@@H:6]1[CH2:10][CH2:9][CH2:8][C@@H:7]1[NH:11][CH2:29][C:28]1[CH:31]=[CH:32][C:33]([F:34])=[C:26]([F:25])[CH:27]=1)=[O:5]. (4) Given the reactants [C:1]([CH2:3]C(OCC)=O)#[N:2].[C:9]1([NH:15][C:16]2[CH:21]=[CH:20][CH:19]=[CH:18][C:17]=2[NH2:22])[CH:14]=[CH:13][CH:12]=[CH:11][CH:10]=1.COCCOCCOC.O, predict the reaction product. The product is: [C:1]([C:3]1[CH:10]=[CH:11][CH:12]=[CH:13][C:14]=1[C:9]1[NH:15][C:16]2[CH:21]=[CH:20][CH:19]=[CH:18][C:17]=2[N:22]=1)#[N:2]. (5) Given the reactants Br[C:2]1[CH:7]=[CH:6][C:5]([CH:8]([CH3:15])[CH2:9][NH:10][S:11]([CH3:14])(=[O:13])=[O:12])=[CH:4][CH:3]=1.[CH3:16][O:17][C:18]1[CH:23]=[CH:22][CH:21]=[CH:20][C:19]=1B(O)O.C(=O)([O-])[O-].[K+].[K+], predict the reaction product. The product is: [CH3:16][O:17][C:18]1[CH:23]=[CH:22][CH:21]=[CH:20][C:19]=1[C:2]1[CH:7]=[CH:6][C:5]([CH:8]([CH3:15])[CH2:9][NH:10][S:11]([CH3:14])(=[O:13])=[O:12])=[CH:4][CH:3]=1. (6) Given the reactants [Cl:1][C:2]1[CH:36]=[CH:35][C:5]([CH2:6][NH:7][C:8]2[CH:16]=[CH:15][C:14]3[C:10](=[CH:11][N:12]([C@H:17]([CH3:34])[C@:18]([C:26]4[CH:31]=[CH:30][C:29]([F:32])=[CH:28][C:27]=4[F:33])([OH:25])[CH2:19][N:20]4[CH:24]=[N:23][CH:22]=[N:21]4)[N:13]=3)[CH:9]=2)=[CH:4][CH:3]=1.[CH:37](N(C(C)C)CC)(C)[CH3:38].BrCC, predict the reaction product. The product is: [Cl:1][C:2]1[CH:3]=[CH:4][C:5]([CH2:6][N:7]([CH2:37][CH3:38])[C:8]2[CH:16]=[CH:15][C:14]3[C:10](=[CH:11][N:12]([C@H:17]([CH3:34])[C@:18]([C:26]4[CH:31]=[CH:30][C:29]([F:32])=[CH:28][C:27]=4[F:33])([OH:25])[CH2:19][N:20]4[CH:24]=[N:23][CH:22]=[N:21]4)[N:13]=3)[CH:9]=2)=[CH:35][CH:36]=1. (7) Given the reactants [CH3:1][C:2]1[CH:7]=[CH:6][C:5]([S:8]([O:11][CH2:12][C@@H:13]2[O:18][C:17]3[C:19]([CH:28]=CC)=[C:20]([NH:23][C:24]([O:26][CH3:27])=[O:25])[CH:21]=[CH:22][C:16]=3[O:15][CH2:14]2)(=[O:10])=[O:9])=[CH:4][CH:3]=1.I([O-])(=O)(=O)=[O:32].[Na+], predict the reaction product. The product is: [CH3:1][C:2]1[CH:7]=[CH:6][C:5]([S:8]([O:11][CH2:12][CH:13]2[O:18][C:17]3[C:19]([CH:28]=[O:32])=[C:20]([NH:23][C:24]([O:26][CH3:27])=[O:25])[CH:21]=[CH:22][C:16]=3[O:15][CH2:14]2)(=[O:9])=[O:10])=[CH:4][CH:3]=1. (8) Given the reactants [H-].[Na+].[NH:3]1[C:8]2[S:9][CH:10]=[CH:11][C:7]=2[C:6](=[O:12])[O:5][C:4]1=[O:13].[CH2:14](Br)[C:15]1[CH:20]=[CH:19][CH:18]=[CH:17][CH:16]=1, predict the reaction product. The product is: [CH2:14]([N:3]1[C:8]2[S:9][CH:10]=[CH:11][C:7]=2[C:6](=[O:12])[O:5][C:4]1=[O:13])[C:15]1[CH:20]=[CH:19][CH:18]=[CH:17][CH:16]=1. (9) Given the reactants CC[C@@H]1[C@@H]2C[C@H]([C@@H](OC3C4C(=CC=CC=4)C(O[C@@H](C4C=CN=C5C=4C=C(OC)C=C5)[C@@H]4N5C[C@H](CC)[C@@H](CC5)C4)=NN=3)C3C=CN=C4C=3C=C(OC)C=C4)N(CC2)C1.[CH2:59]([C:62]1[C:71]2[O:70][C:69](=O)[N:68](C)[C:67](=[O:74])[C:66]=2[CH:65]=[CH:64][C:63]=1[O:75][CH3:76])[CH:60]=[CH2:61].S([O-])([O-])=O.[Na+].[Na+].Cl, predict the reaction product. The product is: [CH2:59]([C:62]1[C:71]([OH:70])=[C:66]([CH:65]=[CH:64][C:63]=1[O:75][CH3:76])[C:67]([NH:68][CH3:69])=[O:74])[CH:60]=[CH2:61].